This data is from Full USPTO retrosynthesis dataset with 1.9M reactions from patents (1976-2016). The task is: Predict the reactants needed to synthesize the given product. Given the product [CH2:28]([N:19]1[C:20]2[C:25](=[CH:24][CH:23]=[CH:22][N:21]=2)[C:26]([OH:27])=[C:17]([C:15]2[NH:14][C:6]3[C:7]([CH3:13])=[CH:8][CH:9]=[C:10]([O:11][CH3:12])[C:5]=3[S:2](=[O:3])(=[O:4])[N:1]=2)[C:18]1=[O:35])[C:29]1[CH:30]=[CH:31][CH:32]=[CH:33][CH:34]=1, predict the reactants needed to synthesize it. The reactants are: [NH2:1][S:2]([C:5]1[C:10]([O:11][CH3:12])=[CH:9][CH:8]=[C:7]([CH3:13])[C:6]=1[NH:14][C:15]([C:17]1[C:18](=[O:35])[N:19]([CH2:28][C:29]2[CH:34]=[CH:33][CH:32]=[CH:31][CH:30]=2)[C:20]2[C:25]([C:26]=1[OH:27])=[CH:24][CH:23]=[CH:22][N:21]=2)=O)(=[O:4])=[O:3].NS(C1C=C(Br)C=CC=1NC(C1C(=O)N(CC2C=CC=CC=2)C2C(C=1O)=CC=CN=2)=O)(=O)=O.